This data is from Forward reaction prediction with 1.9M reactions from USPTO patents (1976-2016). The task is: Predict the product of the given reaction. (1) The product is: [C:58]([C:57]1[CH:56]=[C:55]([C:60]2[C:69]3[C:64](=[CH:65][C:66]([S:70]([NH:73][C:74]4[N:75]=[CH:76][CH:77]=[CH:78][N:79]=4)(=[O:71])=[O:72])=[CH:67][CH:68]=3)[CH:63]=[CH:62][N:61]=2)[C:54]([O:80][CH3:81])=[CH:53][C:52]=1[C:5]1[CH:6]=[CH:7][CH:8]=[C:3]([C:2]([F:13])([F:12])[F:1])[CH:4]=1)#[N:59]. Given the reactants [F:1][C:2]([F:13])([F:12])[C:3]1[CH:4]=[C:5](B(O)O)[CH:6]=[CH:7][CH:8]=1.P([O-])([O-])([O-])=O.[K+].[K+].[K+].C1(P(C2CCCCC2)C2C=CC=CC=2C2C(OC)=CC=CC=2OC)CCCCC1.Cl[C:52]1[C:57]([C:58]#[N:59])=[CH:56][C:55]([C:60]2[C:69]3[C:64](=[CH:65][C:66]([S:70]([NH:73][C:74]4[N:79]=[CH:78][CH:77]=[CH:76][N:75]=4)(=[O:72])=[O:71])=[CH:67][CH:68]=3)[CH:63]=[CH:62][N:61]=2)=[C:54]([O:80][CH3:81])[CH:53]=1, predict the reaction product. (2) The product is: [C:16]([O:15][C:13](=[O:14])[NH:12][C@H:8]([CH2:7][C:4]1[CH:3]=[CH:2][C:1]([C:20]2[CH:25]=[CH:24][CH:23]=[CH:22][CH:21]=2)=[CH:6][CH:5]=1)[C:9]([CH:31]1[C:32](=[O:33])[O:34][C:27]([CH3:35])([CH3:26])[O:28][C:29]1=[O:30])=[O:10])([CH3:19])([CH3:17])[CH3:18]. Given the reactants [C:1]1([C:20]2[CH:25]=[CH:24][CH:23]=[CH:22][CH:21]=2)[CH:6]=[CH:5][C:4]([CH2:7][C@@H:8]([NH:12][C:13]([O:15][C:16]([CH3:19])([CH3:18])[CH3:17])=[O:14])[C:9](O)=[O:10])=[CH:3][CH:2]=1.[CH3:26][C:27]1([CH3:35])[O:34][C:32](=[O:33])[CH2:31][C:29](=[O:30])[O:28]1.C1CCC(N=C=NC2CCCCC2)CC1, predict the reaction product. (3) The product is: [C:15]([N:14]([C:22]([O:24][C:25]([CH3:28])([CH3:27])[CH3:26])=[O:23])[C@H:13]([C:12]([NH:11][C@@H:10]([C:9]([OH:42])=[O:8])[CH2:34][CH2:35][C:36]1[CH:41]=[CH:40][CH:39]=[CH:38][CH:37]=1)=[O:33])[CH2:29][CH2:30][CH2:31][NH2:32])([O:17][C:18]([CH3:20])([CH3:19])[CH3:21])=[O:16]. Given the reactants C([O:8][C:9](=[O:42])[C@@H:10]([CH2:34][CH2:35][C:36]1[CH:41]=[CH:40][CH:39]=[CH:38][CH:37]=1)[NH:11][C:12](=[O:33])[C@H:13]([CH2:29][CH2:30][CH2:31][NH2:32])[N:14]([C:22]([O:24][C:25]([CH3:28])([CH3:27])[CH3:26])=[O:23])[C:15]([O:17][C:18]([CH3:21])([CH3:20])[CH3:19])=[O:16])C1C=CC=CC=1.[H][H], predict the reaction product.